The task is: Regression. Given a peptide amino acid sequence and an MHC pseudo amino acid sequence, predict their binding affinity value. This is MHC class I binding data.. This data is from Peptide-MHC class I binding affinity with 185,985 pairs from IEDB/IMGT. (1) The peptide sequence is QAISPRTLNAW. The MHC is Patr-B0101 with pseudo-sequence Patr-B0101. The binding affinity (normalized) is 0.0759. (2) The peptide sequence is EETLLTTWL. The MHC is HLA-B35:01 with pseudo-sequence HLA-B35:01. The binding affinity (normalized) is 0.0847. (3) The peptide sequence is PYDCKELRL. The MHC is HLA-B15:09 with pseudo-sequence HLA-B15:09. The binding affinity (normalized) is 0.0847. (4) The peptide sequence is YPALMPLYACI. The MHC is Patr-B1301 with pseudo-sequence Patr-B1301. The binding affinity (normalized) is 0.456. (5) The peptide sequence is ETVEKAVATA. The MHC is Mamu-A02 with pseudo-sequence Mamu-A02. The binding affinity (normalized) is 0. (6) The peptide sequence is RALGPAATL. The MHC is HLA-B15:03 with pseudo-sequence HLA-B15:03. The binding affinity (normalized) is 0.772.